Predict the reactants needed to synthesize the given product. From a dataset of Retrosynthesis with 50K atom-mapped reactions and 10 reaction types from USPTO. (1) Given the product CC(C)(C)OC(=O)n1cc(-c2cnc3ccccc3c2)c2cc(Br)ccc21, predict the reactants needed to synthesize it. The reactants are: CC(C)(C)OC(=O)n1cc(I)c2cc(Br)ccc21.OB(O)c1cnc2ccccc2c1. (2) Given the product COc1ccc(F)cc1-c1ccc2c(c1COC(=O)c1ccccc1)N(C)C(=O)C(C)(C)N2, predict the reactants needed to synthesize it. The reactants are: CI.COc1ccc(F)cc1-c1ccc2c(c1COC(=O)c1ccccc1)NC(=O)C(C)(C)N2. (3) The reactants are: Brc1cncc2ccccc12.C#Cc1ccc(OC)cc1. Given the product COc1ccc(C#Cc2cncc3ccccc23)cc1, predict the reactants needed to synthesize it. (4) The reactants are: CCC(C)C1=C[C@H]2[C@@H](C1)C[C@@]2(CN)CC(=O)OC(C)(C)C. Given the product CCC(C)C1=C[C@H]2[C@@H](C1)C[C@@]2(CN)CC(=O)O, predict the reactants needed to synthesize it. (5) Given the product CN1C(=O)C(F)(F)CN(C2CCCC2)c2nc(Nc3cccc4c3OC(F)(F)O4)ncc21, predict the reactants needed to synthesize it. The reactants are: CN1C(=O)C(F)(F)CN(C2CCCC2)c2nc(Cl)ncc21.Nc1cccc2c1OC(F)(F)O2. (6) Given the product CCOC(=O)CC1C(=O)N(CCc2c[nH]c3ccc(Cl)cc23)CCN1C(=O)c1ccccc1, predict the reactants needed to synthesize it. The reactants are: CCOC(=O)CC1NCCN(CCc2c[nH]c3ccc(Cl)cc23)C1=O.O=C(Cl)c1ccccc1. (7) Given the product Cc1cc(Oc2ncccc2N)n(-c2ccccc2)n1, predict the reactants needed to synthesize it. The reactants are: Cc1cc(Oc2ncccc2[N+](=O)[O-])n(-c2ccccc2)n1. (8) Given the product CCC(=O)N[C@H]1CC[C@H](NC(=O)c2c(C)[nH]c3c(-c4cc(C(F)F)ccc4OCC4CC4)ncnc23)C[C@@H]1F, predict the reactants needed to synthesize it. The reactants are: CCC(=O)Cl.Cc1[nH]c2c(-c3cc(C(F)F)ccc3OCC3CC3)ncnc2c1C(=O)N[C@H]1CC[C@H](N)[C@@H](F)C1. (9) The reactants are: COc1cc(N)c(C(N)=O)c(OC)c1.Cc1cc(C=O)cc(C)c1OC[C@@H]1CCC(=O)N1. Given the product COc1cc(OC)c2c(=O)[nH]c(-c3cc(C)c(OC[C@@H]4CCC(=O)N4)c(C)c3)nc2c1, predict the reactants needed to synthesize it.